This data is from Catalyst prediction with 721,799 reactions and 888 catalyst types from USPTO. The task is: Predict which catalyst facilitates the given reaction. (1) Reactant: [F:1][C:2]1[CH:7]=[CH:6][C:5]([N:8]=[C:9]=[O:10])=[CH:4][CH:3]=1.[N:11]1([CH:16]([C:20]2[CH:25]=[CH:24][C:23]([NH2:26])=[CH:22][CH:21]=2)[CH:17]([CH3:19])[CH3:18])[CH:15]=[CH:14][N:13]=[CH:12]1. Product: [F:1][C:2]1[CH:7]=[CH:6][C:5]([NH:8][C:9]([NH:26][C:23]2[CH:24]=[CH:25][C:20]([CH:16]([N:11]3[CH:15]=[CH:14][N:13]=[CH:12]3)[CH:17]([CH3:19])[CH3:18])=[CH:21][CH:22]=2)=[O:10])=[CH:4][CH:3]=1. The catalyst class is: 1. (2) Reactant: [Si:1](Cl)([C:4]([CH3:7])([CH3:6])[CH3:5])([CH3:3])[CH3:2].[Br:9][C:10]1[C:11]([CH3:20])=[C:12]2[C:16](=[CH:17][CH:18]=1)[CH:15]([OH:19])[O:14][CH2:13]2.N1C=CN=C1. Product: [Br:9][C:10]1[C:11]([CH3:20])=[C:12]2[C:16](=[CH:17][CH:18]=1)[CH:15]([O:19][Si:1]([C:4]([CH3:7])([CH3:6])[CH3:5])([CH3:3])[CH3:2])[O:14][CH2:13]2. The catalyst class is: 2. (3) Reactant: [H-].[Na+].[N:3]1([CH2:16][CH2:17][OH:18])[C:15]2[C:14]3[CH:13]=[CH:12][CH:11]=[CH:10][C:9]=3[N:8]=[CH:7][C:6]=2[N:5]=[CH:4]1.[CH2:19](Br)[C:20]1[CH:25]=[CH:24][CH:23]=[CH:22][CH:21]=1. Product: [CH2:19]([O:18][CH2:17][CH2:16][N:3]1[C:15]2[C:14]3[CH:13]=[CH:12][CH:11]=[CH:10][C:9]=3[N:8]=[CH:7][C:6]=2[N:5]=[CH:4]1)[C:20]1[CH:25]=[CH:24][CH:23]=[CH:22][CH:21]=1. The catalyst class is: 9. (4) Reactant: [OH:1][C:2]1[CH:3]=[C:4]([CH2:8][C:9]([O:11][CH2:12][C:13]2[CH:18]=[CH:17][CH:16]=[CH:15][CH:14]=2)=[O:10])[CH:5]=[CH:6][CH:7]=1.Br[CH2:20][CH2:21][CH2:22][C:23]([O:25][CH2:26][CH3:27])=[O:24].C([O-])([O-])=O.[K+].[K+].CN(C=O)C. Product: [CH2:12]([O:11][C:9](=[O:10])[CH2:8][C:4]1[CH:3]=[C:2]([CH:7]=[CH:6][CH:5]=1)[O:1][CH2:20][CH2:21][CH2:22][C:23]([O:25][CH2:26][CH3:27])=[O:24])[C:13]1[CH:14]=[CH:15][CH:16]=[CH:17][CH:18]=1. The catalyst class is: 6. (5) Reactant: [Cl:1][C:2]1[C:3]([C:12]2[CH:17]=[CH:16][C:15]([C:18]([F:21])([F:20])[F:19])=[CH:14][C:13]=2[Cl:22])=[CH:4][C:5]([N+:9]([O-])=O)=[C:6]([CH:8]=1)[NH2:7].Cl. Product: [Cl:1][C:2]1[CH:8]=[C:6]([NH2:7])[C:5]([NH2:9])=[CH:4][C:3]=1[C:12]1[CH:17]=[CH:16][C:15]([C:18]([F:21])([F:19])[F:20])=[CH:14][C:13]=1[Cl:22]. The catalyst class is: 490. (6) Reactant: CC([O-])(C)C.[K+].[Cl:7][C:8]1[CH:13]=[C:12]([CH2:14]Cl)[CH:11]=[CH:10][N:9]=1.[CH3:16][C:17]1[NH:21][N:20]=[C:19]([C:22]2[O:26][N:25]=[C:24]([C:27]3[CH:32]=[CH:31][C:30]([CH:33]4[CH2:38][CH2:37][O:36][CH2:35][CH2:34]4)=[CH:29][CH:28]=3)[N:23]=2)[CH:18]=1.O. Product: [Cl:7][C:8]1[CH:13]=[C:12]([CH2:14][N:21]2[C:17]([CH3:16])=[CH:18][C:19]([C:22]3[O:26][N:25]=[C:24]([C:27]4[CH:28]=[CH:29][C:30]([CH:33]5[CH2:38][CH2:37][O:36][CH2:35][CH2:34]5)=[CH:31][CH:32]=4)[N:23]=3)=[N:20]2)[CH:11]=[CH:10][N:9]=1. The catalyst class is: 36. (7) Reactant: Cl[C:2]([O:4][CH3:5])=[O:3].[O:6]=[S:7]1(=[O:32])[CH:12]=[CH:11][CH:10]([C:13]2[CH:18]=[CH:17][C:16]([N:19]3[CH2:23][C@H:22]([CH2:24][NH:25]C(=O)C(F)F)[O:21][C:20]3=[O:31])=[CH:15][CH:14]=2)[CH2:9][CH2:8]1. Product: [O:32]=[S:7]1(=[O:6])[CH:8]=[CH:9][CH:10]([C:13]2[CH:14]=[CH:15][C:16]([N:19]3[CH2:23][C@H:22]([CH2:24][NH:25][C:2](=[O:3])[O:4][CH3:5])[O:21][C:20]3=[O:31])=[CH:17][CH:18]=2)[CH2:11][CH2:12]1. The catalyst class is: 529. (8) Reactant: C([O:3][C:4](=O)[C:5]([OH:21])([C:17]([F:20])([F:19])[F:18])[CH2:6]/[C:7](/[C:11]1[CH:16]=[CH:15][CH:14]=[CH:13][CH:12]=1)=[CH:8]\[CH2:9][CH3:10])C.[H-].[Al+3].[Li+].[H-].[H-].[H-].[Cl-].[NH4+]. Product: [OH:21][C:5]([C:17]([F:18])([F:19])[F:20])([CH2:6]/[C:7](/[C:11]1[CH:16]=[CH:15][CH:14]=[CH:13][CH:12]=1)=[CH:8]\[CH2:9][CH3:10])[CH:4]=[O:3]. The catalyst class is: 27. (9) Reactant: C(N1[CH2:9][CH2:8][N:7]([C:10](=[O:39])[CH:11]([NH:31][C:32]([O:34][C:35]([CH3:38])([CH3:37])[CH3:36])=[O:33])[CH2:12][C:13]2[CH:30]=[CH:29][C:16]([O:17][C:18]3[CH:23]=[CH:22][C:21]([CH2:24][CH2:25][C:26]([OH:28])=O)=[CH:20][CH:19]=3)=[CH:15][CH:14]=2)[CH2:6]C1)(=O)C.ON1C2C=CC=CC=2N=N1.CCN=C=NCCCN(C)C.C(N(CC)CC)C.Cl.[CH2:69]([O:76][NH2:77])[C:70]1[CH:75]=[CH:74][CH:73]=[CH:72][CH:71]=1.[CH3:78][OH:79]. Product: [C:35]([O:34][C:32](=[O:33])[NH:31][CH:11]([CH2:12][C:13]1[CH:30]=[CH:29][C:16]([O:17][C:18]2[CH:19]=[CH:20][C:21]([CH2:24][CH2:25][C:26](=[O:28])[NH:77][O:76][CH2:69][C:70]3[CH:75]=[CH:74][CH:73]=[CH:72][CH:71]=3)=[CH:22][CH:23]=2)=[CH:15][CH:14]=1)[C:10]([N:7]1[CH2:6][CH2:78][O:79][CH2:9][CH2:8]1)=[O:39])([CH3:38])([CH3:36])[CH3:37]. The catalyst class is: 479. (10) Reactant: [CH3:1][O:2][C:3]1[CH:4]=[CH:5][C:6]([CH3:9])=[N:7][CH:8]=1.[Li+].[CH3:11]C([N-]C(C)C)C.[Li]CCCC.C(NC(C)C)(C)C.CI. Product: [CH2:9]([C:6]1[CH:5]=[CH:4][C:3]([O:2][CH3:1])=[CH:8][N:7]=1)[CH3:11]. The catalyst class is: 1.